This data is from Full USPTO retrosynthesis dataset with 1.9M reactions from patents (1976-2016). The task is: Predict the reactants needed to synthesize the given product. (1) Given the product [Br:22][CH2:19][C:11]1[N:10]([C:7]2[CH:8]=[CH:9][C:4]([N+:1]([O-:3])=[O:2])=[CH:5][CH:6]=2)[CH:14]=[C:13]([C:15]([F:18])([F:17])[F:16])[N:12]=1, predict the reactants needed to synthesize it. The reactants are: [N+:1]([C:4]1[CH:9]=[CH:8][C:7]([N:10]2[CH:14]=[C:13]([C:15]([F:18])([F:17])[F:16])[N:12]=[C:11]2[CH2:19]O)=[CH:6][CH:5]=1)([O-:3])=[O:2].C(Br)(Br)(Br)[Br:22].C1C=CC(P(C2C=CC=CC=2)C2C=CC=CC=2)=CC=1. (2) The reactants are: [Cl:1][C:2]1[CH:3]=[C:4]([NH2:20])[C:5]([NH2:19])=[CH:6][C:7]=1[C:8]1[CH:13]=[CH:12][C:11]([C:14]([F:17])([F:16])[F:15])=[CH:10][C:9]=1[Cl:18]. Given the product [Cl:1][C:2]1[C:7]([C:8]2[CH:13]=[CH:12][C:11]([C:14]([F:17])([F:15])[F:16])=[CH:10][C:9]=2[Cl:18])=[CH:6][C:5]2[NH:19][C:11]([C:14]([F:17])([F:16])[F:15])=[N:20][C:4]=2[CH:3]=1, predict the reactants needed to synthesize it. (3) Given the product [CH3:7][C:4]1[N:3]([C:8]2[CH:12]=[C:11]([CH2:20][CH:21]=[C:22]([CH3:24])[CH3:23])[N:10]([CH3:13])[N:9]=2)[C:2]([CH3:1])=[CH:6][CH:5]=1, predict the reactants needed to synthesize it. The reactants are: [CH3:1][C:2]1[N:3]([C:8]2[CH:12]=[CH:11][N:10]([CH3:13])[N:9]=2)[C:4]([CH3:7])=[CH:5][CH:6]=1.C([Li])CCC.Br[CH2:20][CH:21]=[C:22]([CH3:24])[CH3:23].[Cl-].[NH4+].